This data is from Full USPTO retrosynthesis dataset with 1.9M reactions from patents (1976-2016). The task is: Predict the reactants needed to synthesize the given product. (1) Given the product [CH2:1]([N:8]1[CH:14]=[C:13]([CH:12]([OH:11])[C@@H:15]2[C@@:19]3([CH3:50])[CH2:20][C@@H:21]([O:46][CH2:47][O:48][CH3:49])[CH:22]4[C@:35]56[C@@:26]([OH:42])([CH2:27][C@@H:28]([O:38][CH2:39][O:40][CH3:41])[CH2:29][C@H:30]5[O:31][C:32]([CH3:37])([CH3:36])[O:33][CH2:34]6)[CH2:25][CH2:24][CH:23]4[C@@:18]3([O:51][CH2:58][O:59][CH3:53])[CH2:17][CH2:16]2)[N:10]=[N:9]1)[C:2]1[CH:7]=[CH:6][CH:5]=[CH:4][CH:3]=1, predict the reactants needed to synthesize it. The reactants are: [CH2:1]([N:8]=[N+:9]=[N-:10])[C:2]1[CH:7]=[CH:6][CH:5]=[CH:4][CH:3]=1.[OH:11][CH:12]([C@@H:15]1[C@@:19]2([CH3:50])[CH2:20][C@@H:21]([O:46][CH2:47][O:48][CH3:49])[CH:22]3[C@:35]45[C@@:26]([O:42]COC)([CH2:27][C@@H:28]([O:38][CH2:39][O:40][CH3:41])[CH2:29][C@H:30]4[O:31][C:32]([CH3:37])([CH3:36])[O:33][CH2:34]5)[CH2:25][CH2:24][CH:23]3[C@@:18]2([OH:51])[CH2:17][CH2:16]1)[C:13]#[CH:14].O=[C:53]1[O:59][C@H:58]([C@H](CO)O)C([O-])=C1O.[Na+]. (2) Given the product [CH3:18][O:19][C:20](=[O:43])[CH2:21][CH:22]1[CH2:23][CH2:24][CH:25]([C:28]2[CH:29]=[CH:30][C:31]([C:2]3[CH:3]=[CH:4][C:5]([NH:8][C:9]4[CH:10]=[N:11][C:12]([O:16][CH3:17])=[C:13]([F:15])[CH:14]=4)=[CH:6][N:7]=3)=[CH:32][CH:33]=2)[CH2:26][CH2:27]1, predict the reactants needed to synthesize it. The reactants are: Br[C:2]1[N:7]=[CH:6][C:5]([NH:8][C:9]2[CH:10]=[N:11][C:12]([O:16][CH3:17])=[C:13]([F:15])[CH:14]=2)=[CH:4][CH:3]=1.[CH3:18][O:19][C:20](=[O:43])[CH2:21][CH:22]1[CH2:27][CH2:26][CH:25]([C:28]2[CH:33]=[CH:32][C:31](B3OC(C)(C)C(C)(C)O3)=[CH:30][CH:29]=2)[CH2:24][CH2:23]1.C(=O)([O-])[O-].[Na+].[Na+]. (3) Given the product [C:25]([Si:22]([CH3:24])([CH3:23])[O:21][C@@H:19]([CH3:20])[CH2:18][N:15]1[C:16]2[C:12](=[CH:11][CH:10]=[C:9]([OH:8])[CH:17]=2)[CH:13]=[N:14]1)([CH3:27])([CH3:28])[CH3:26], predict the reactants needed to synthesize it. The reactants are: C([O:8][C:9]1[CH:17]=[C:16]2[C:12]([CH:13]=[N:14][N:15]2[CH2:18][C@@H:19]([O:21][Si:22]([C:25]([CH3:28])([CH3:27])[CH3:26])([CH3:24])[CH3:23])[CH3:20])=[CH:11][CH:10]=1)C1C=CC=CC=1. (4) Given the product [CH2:1]([C@H:8]([NH:33][C:34](=[O:40])[O:35][C:36]([CH3:39])([CH3:38])[CH3:37])[C@@H:9]([OH:32])[CH2:10][NH:11][NH:12][C:13](=[O:24])[C@@H:14]([NH:19][C:20]([O:22][CH3:23])=[O:21])[C:15]([CH3:18])([CH3:17])[CH3:16])[C:2]1[CH:3]=[CH:4][CH:5]=[CH:6][CH:7]=1, predict the reactants needed to synthesize it. The reactants are: [CH2:1]([C@H:8]([NH:33][C:34](=[O:40])[O:35][C:36]([CH3:39])([CH3:38])[CH3:37])[C@@H:9]([OH:32])[CH2:10][N:11](CC1C=CC=CC=1)[NH:12][C:13](=[O:24])[C@@H:14]([NH:19][C:20]([O:22][CH3:23])=[O:21])[C:15]([CH3:18])([CH3:17])[CH3:16])[C:2]1[CH:7]=[CH:6][CH:5]=[CH:4][CH:3]=1.Cl.[H][H]. (5) Given the product [Cl:1][C:2]1[C:11]2[C:6](=[CH:7][CH:8]=[C:9]([S:12]([NH2:16])(=[O:14])=[O:13])[CH:10]=2)[CH:5]=[N:4][CH:3]=1, predict the reactants needed to synthesize it. The reactants are: [Cl:1][C:2]1[C:11]2[C:6](=[CH:7][CH:8]=[C:9]([S:12](Cl)(=[O:14])=[O:13])[CH:10]=2)[CH:5]=[N:4][CH:3]=1.[NH3:16]. (6) Given the product [CH3:59][N:50]1[CH:51]=[C:52]([C:53]2[CH:58]=[CH:57][N:56]=[CH:55][CH:54]=2)[C:48]([C:45]2[CH:46]=[CH:47][C:42]([C:61]#[C:60][C:62]3[N:66]([CH3:67])[CH:65]=[N:64][CH:63]=3)=[CH:43][CH:44]=2)=[N:49]1, predict the reactants needed to synthesize it. The reactants are: C1(P(C2CCCCC2)C2C=CC=CC=2C2C(OC(C)C)=CC=CC=2OC(C)C)CCCCC1.C(N(CC)CC)C.Br[C:42]1[CH:47]=[CH:46][C:45]([C:48]2[C:52]([C:53]3[CH:58]=[CH:57][N:56]=[CH:55][CH:54]=3)=[CH:51][N:50]([CH3:59])[N:49]=2)=[CH:44][CH:43]=1.[C:60]([C:62]1[N:66]([CH3:67])[CH:65]=[N:64][CH:63]=1)#[CH:61]. (7) Given the product [CH2:14]1[O:15][C:7]2([CH2:6][CH2:5][C:4]3[C:9](=[CH:10][CH:11]=[C:2]([Br:1])[CH:3]=3)[CH2:8]2)[O:12][CH2:13]1, predict the reactants needed to synthesize it. The reactants are: [Br:1][C:2]1[CH:3]=[C:4]2[C:9](=[CH:10][CH:11]=1)[CH2:8][C:7](=[O:12])[CH2:6][CH2:5]2.[CH2:13](O)[CH2:14][OH:15]. (8) Given the product [OH:8][CH2:9][C@@H:10]1[C@@H:14]([O:15][Si:16]([CH:20]([CH3:21])[CH3:22])([CH:17]([CH3:19])[CH3:18])[CH:23]([CH3:25])[CH3:24])[CH2:13][C@H:12]([NH:26][C:27]2[C:32]([C:33]([C:35]3[S:36][CH:37]=[C:38]([CH2:40][O:41][CH3:42])[CH:39]=3)=[O:34])=[CH:31][N:30]=[CH:29][N:28]=2)[CH2:11]1, predict the reactants needed to synthesize it. The reactants are: [Si]([O:8][CH2:9][C@@H:10]1[C@@H:14]([O:15][Si:16]([CH:23]([CH3:25])[CH3:24])([CH:20]([CH3:22])[CH3:21])[CH:17]([CH3:19])[CH3:18])[CH2:13][C@H:12]([NH:26][C:27]2[C:32]([C:33]([C:35]3[S:36][CH:37]=[C:38]([CH2:40][O:41][CH3:42])[CH:39]=3)=[O:34])=[CH:31][N:30]=[CH:29][N:28]=2)[CH2:11]1)(C(C)(C)C)(C)C.Cl. (9) Given the product [NH2:11][C:12]1[CH:13]=[C:14]2[C:19](=[CH:20][CH:21]=1)[C:18](=[O:22])[N:17]([CH2:23][CH:24]([CH3:26])[CH3:25])[C:16]([CH2:27][NH:28][C:29]([O:31][C:32]([CH3:35])([CH3:33])[CH3:34])=[O:30])=[C:15]2[C:36]1[CH:37]=[CH:38][CH:39]=[CH:40][CH:41]=1, predict the reactants needed to synthesize it. The reactants are: C(OC([NH:11][C:12]1[CH:13]=[C:14]2[C:19](=[CH:20][CH:21]=1)[C:18](=[O:22])[N:17]([CH2:23][CH:24]([CH3:26])[CH3:25])[C:16]([CH2:27][NH:28][C:29]([O:31][C:32]([CH3:35])([CH3:34])[CH3:33])=[O:30])=[C:15]2[C:36]1[CH:41]=[CH:40][CH:39]=[CH:38][CH:37]=1)=O)C1C=CC=CC=1.C(O)C. (10) Given the product [CH3:20][N:19]([CH3:21])[C:44]([CH:41]1[CH2:42][CH2:43][N:38]([C:36]([O:35][CH2:28][C:29]2[CH:34]=[CH:33][CH:32]=[CH:31][CH:30]=2)=[O:37])[CH2:39][CH2:40]1)=[O:46], predict the reactants needed to synthesize it. The reactants are: F[P-](F)(F)(F)(F)F.N1(O[P+](N(C)C)(N(C)C)[N:19]([CH3:21])[CH3:20])C2C=CC=CC=2N=N1.[CH2:28]([O:35][C:36]([N:38]1[CH2:43][CH2:42][CH:41]([C:44]([OH:46])=O)[CH2:40][CH2:39]1)=[O:37])[C:29]1[CH:34]=[CH:33][CH:32]=[CH:31][CH:30]=1.C(Cl)Cl.CN1CCOCC1.CNC.